This data is from Reaction yield outcomes from USPTO patents with 853,638 reactions. The task is: Predict the reaction yield, written as a fraction of the theoretical maximum amount of product (1.0 means a 100% yield; for example, 0.34 means a 34% yield). (1) The reactants are [Br:1][C:2]1[CH:3]=[C:4]2[C:8](=[CH:9][CH:10]=1)[NH:7][C:6](=[O:11])[CH2:5]2.[N:12]1([CH2:17][CH2:18][CH2:19][NH:20][C:21]([C:23]2[NH:24][C:25]([CH:32]=O)=[C:26]3[C:31]=2[CH2:30][CH2:29][CH2:28][CH2:27]3)=[O:22])[CH2:16][CH2:15][CH2:14][CH2:13]1. No catalyst specified. The product is [N:12]1([CH2:17][CH2:18][CH2:19][NH:20][C:21]([C:23]2[NH:24][C:25]([CH:32]=[C:5]3[C:4]4[C:8](=[CH:9][CH:10]=[C:2]([Br:1])[CH:3]=4)[NH:7][C:6]3=[O:11])=[C:26]3[C:31]=2[CH2:30][CH2:29][CH2:28][CH2:27]3)=[O:22])[CH2:16][CH2:15][CH2:14][CH2:13]1. The yield is 0.220. (2) The reactants are Br[C:2]1[S:3][C:4]([C:11]2[C:12]([CH3:26])=[N:13][N:14]3[C:19](C(CC)CC)=[CH:18][C:17]([CH3:25])=[N:16][C:15]=23)=[C:5]([C:7]([F:10])([F:9])[F:8])[N:6]=1.[CH3:27][NH:28][CH3:29]. The catalyst is CO. The product is [CH2:5]([CH:4]([C:15]1[N:14]2[N:13]=[C:12]([CH3:26])[C:11]([C:4]3[S:3][C:2]([N:28]([CH3:29])[CH3:27])=[N:6][C:5]=3[C:7]([F:8])([F:10])[F:9])=[C:19]2[CH:18]=[C:17]([CH3:25])[N:16]=1)[CH2:11][CH3:15])[CH3:7]. The yield is 0.970. (3) The reactants are S(OS(C(F)(F)F)(=O)=O)(C(F)(F)F)(=O)=O.C1(P(=O)(C2C=CC=CC=2)C2C=CC=CC=2)C=CC=CC=1.[NH2:36][C:37]1[CH:42]=[CH:41][CH:40]=[CH:39][C:38]=1[NH:43][C:44]([C:46]1[N:47]=[CH:48][N:49]2[C:54](=[O:55])[N:53]([CH2:56][O:57][CH3:58])[N:52]=[N:51][C:50]=12)=O. The catalyst is C(Cl)Cl. The product is [NH:43]1[C:38]2[CH:39]=[CH:40][CH:41]=[CH:42][C:37]=2[N:36]=[C:44]1[C:46]1[N:47]=[CH:48][N:49]2[C:54](=[O:55])[N:53]([CH2:56][O:57][CH3:58])[N:52]=[N:51][C:50]=12. The yield is 0.560.